This data is from Reaction yield outcomes from USPTO patents with 853,638 reactions. The task is: Predict the reaction yield, written as a fraction of the theoretical maximum amount of product (1.0 means a 100% yield; for example, 0.34 means a 34% yield). (1) The reactants are [Cl:1][C:2]1[C:3]([O:12][C:13]2[CH:18]=[C:17]([O:19][CH2:20][CH2:21][O:22][CH3:23])[CH:16]=[CH:15][C:14]=2[CH2:24][CH2:25][CH2:26][OH:27])=[N:4][CH:5]=[C:6]([C:8]([F:11])([F:10])[F:9])[CH:7]=1.[CH3:28][CH:29]1[CH2:34][CH2:33][CH:32]([NH:35][S:36]([NH2:39])(=[O:38])=[O:37])[CH2:31][CH2:30]1.N12CCCN=C1CCCCC2.Cl.CN(C)[CH:54]=[O:55]. No catalyst specified. The product is [CH3:28][CH:29]1[CH2:34][CH2:33][CH:32]([NH:35][S:36]([NH:39][C:54](=[O:55])[O:27][CH2:26][CH2:25][CH2:24][C:14]2[CH:15]=[CH:16][C:17]([O:19][CH2:20][CH2:21][O:22][CH3:23])=[CH:18][C:13]=2[O:12][C:3]2[C:2]([Cl:1])=[CH:7][C:6]([C:8]([F:9])([F:11])[F:10])=[CH:5][N:4]=2)(=[O:38])=[O:37])[CH2:31][CH2:30]1. The yield is 0.430. (2) The reactants are C([O:3][C:4]([C:6]1([CH3:36])[CH2:11][CH2:10][N:9]([C:12]2[N:17]=[CH:16][C:15]([C:18]3[CH:19]=[C:20](B(O)O)[C:21]4[S:25][C:24]([NH:26][C:27](=[O:31])[NH:28][CH2:29][CH3:30])=[N:23][C:22]=4[CH:32]=3)=[CH:14][N:13]=2)[CH2:8][CH2:7]1)=[O:5])C.OO.S(=O)(=O)(O)[OH:40]. The catalyst is [OH-].[Na+].O. The product is [CH2:29]([NH:28][C:27]([NH:26][C:24]1[S:25][C:21]2[C:20]([OH:40])=[CH:19][C:18]([C:15]3[CH:16]=[N:17][C:12]([N:9]4[CH2:8][CH2:7][C:6]([CH3:36])([C:4]([OH:3])=[O:5])[CH2:11][CH2:10]4)=[N:13][CH:14]=3)=[CH:32][C:22]=2[N:23]=1)=[O:31])[CH3:30]. The yield is 0.780. (3) The yield is 0.770. The product is [CH2:3]([O:10][C:11]([NH:13][C@@H:14]([CH2:19][C:20]1[CH:25]=[CH:24][CH:23]=[CH:22][CH:21]=1)[C@@H:15]1[O:18][CH2:16]1)=[O:12])[C:4]1[CH:9]=[CH:8][CH:7]=[CH:6][CH:5]=1. The reactants are [OH-].[K+].[CH2:3]([O:10][C:11]([NH:13][C@@H:14]([CH2:19][C:20]1[CH:25]=[CH:24][CH:23]=[CH:22][CH:21]=1)[C@H:15]([OH:18])[CH2:16]Cl)=[O:12])[C:4]1[CH:9]=[CH:8][CH:7]=[CH:6][CH:5]=1. The catalyst is C(O)C.ClCCl. (4) The product is [CH3:10][O:9][C:4]1[CH:3]=[C:2]([CH2:11][C:12](=[O:13])[CH3:14])[CH:7]=[CH:6][C:5]=1[CH3:8]. The catalyst is O1CCOCC1.C([O-])(=O)C.[Pd+2].C([O-])(=O)C. The yield is 0.830. The reactants are Br[C:2]1[CH:7]=[CH:6][C:5]([CH3:8])=[C:4]([O:9][CH3:10])[CH:3]=1.[CH3:11][C:12]([CH3:14])=[O:13].C1(P(C2C=CC=CC=2)C2C3OC4C(=CC=CC=4P(C4C=CC=CC=4)C4C=CC=CC=4)C(C)(C)C=3C=CC=2)C=CC=CC=1.C(=O)([O-])[O-].[Cs+].[Cs+]. (5) The reactants are [CH3:1][O:2][C:3]1[CH:4]=[C:5]2[C:10](=[CH:11][C:12]=1[O:13][CH3:14])[N:9]=[CH:8][CH:7]=[C:6]2[S:15][C:16]1[CH:24]=[CH:23][C:22]([F:25])=[CH:21][C:17]=1[C:18]([OH:20])=[O:19].S(Cl)(Cl)=O.[CH2:30](O)[CH3:31]. No catalyst specified. The product is [CH3:1][O:2][C:3]1[CH:4]=[C:5]2[C:10](=[CH:11][C:12]=1[O:13][CH3:14])[N:9]=[CH:8][CH:7]=[C:6]2[S:15][C:16]1[CH:24]=[CH:23][C:22]([F:25])=[CH:21][C:17]=1[C:18]([O:20][CH2:30][CH3:31])=[O:19]. The yield is 0.840. (6) The reactants are Cl[C:2]1[CH:3]=[C:4]([CH3:11])[C:5]2[N:6]([CH:8]=[CH:9][N:10]=2)[N:7]=1.[Cl:12][C:13]1[CH:14]=[C:15]([CH:18]=[CH:19][C:20]=1[Cl:21])[CH2:16][NH2:17].CC(C)([O-])C.[Na+].C1C=CC(P(C2C=CC3C(=CC=CC=3)C=2C2C3C(=CC=CC=3)C=CC=2P(C2C=CC=CC=2)C2C=CC=CC=2)C2C=CC=CC=2)=CC=1.Cl. The catalyst is O1CCOCC1.C(OCC)(=O)C.O.C1C=CC(/C=C/C(/C=C/C2C=CC=CC=2)=O)=CC=1.C1C=CC(/C=C/C(/C=C/C2C=CC=CC=2)=O)=CC=1.C1C=CC(/C=C/C(/C=C/C2C=CC=CC=2)=O)=CC=1.[Pd].[Pd]. The yield is 0.560. The product is [Cl:12][C:13]1[CH:14]=[C:15]([CH:18]=[CH:19][C:20]=1[Cl:21])[CH2:16][NH:17][C:2]1[CH:3]=[C:4]([CH3:11])[C:5]2[N:6]([CH:8]=[CH:9][N:10]=2)[N:7]=1. (7) The reactants are C([Si]([O:18][C@@H:19]1[CH2:35][C:34]2[C@@:22]([CH3:39])([CH:23]3[CH:31]([CH2:32][CH:33]=2)[CH:30]2[C@@:26]([CH3:38])([C@@H:27]([C:36]#[CH:37])[CH2:28][CH2:29]2)[CH2:25][CH2:24]3)[CH2:21][CH2:20]1)(C1C=CC=CC=1)C1C=CC=CC=1)(C)(C)C. The catalyst is Cl.CO. The product is [C:36]([C@@H:27]1[C@:26]2([CH3:38])[CH:30]([CH:31]3[CH:23]([CH2:24][CH2:25]2)[C@:22]2([CH3:39])[C:34]([CH2:35][C@@H:19]([OH:18])[CH2:20][CH2:21]2)=[CH:33][CH2:32]3)[CH2:29][CH2:28]1)#[CH:37]. The yield is 0.630. (8) The reactants are Br[C:2]1[CH:3]=[N:4][N:5]([CH3:7])[CH:6]=1.[Li]CCCC.[N:13]([C:22]([O:24][C:25]([CH3:28])([CH3:27])[CH3:26])=[O:23])=[N:14][C:15]([O:17][C:18]([CH3:21])([CH3:20])[CH3:19])=[O:16]. The catalyst is CCOCC. The product is [CH3:7][N:5]1[CH:6]=[C:2]([N:13]([C:22]([O:24][C:25]([CH3:28])([CH3:27])[CH3:26])=[O:23])[NH:14][C:15]([O:17][C:18]([CH3:19])([CH3:20])[CH3:21])=[O:16])[CH:3]=[N:4]1. The yield is 0.280. (9) The reactants are [F:1][C:2]1[CH:7]=[CH:6][C:5]([Mg]Br)=[CH:4][CH:3]=1.[CH3:10][C:11]1[CH:18]=[C:17]([CH3:19])[CH:16]=[CH:15][C:12]=1[C:13]#[N:14].CO.[BH4-].[Na+]. The catalyst is C1COCC1. The product is [CH3:10][C:11]1[CH:18]=[C:17]([CH3:19])[CH:16]=[CH:15][C:12]=1[CH:13]([C:5]1[CH:6]=[CH:7][C:2]([F:1])=[CH:3][CH:4]=1)[NH2:14]. The yield is 0.287. (10) The reactants are Cl[CH2:2][CH2:3][C:4]([N:6]1[CH2:11][CH2:10][N:9]([C:12]2[CH:17]=[CH:16][CH:15]=[C:14]([Cl:18])[CH:13]=2)[CH2:8][CH2:7]1)=[O:5].[N:19]1[NH:20][C:21](=[O:28])[N:22]2[CH:27]=[CH:26][CH:25]=[CH:24][C:23]=12.[OH-].[K+]. The catalyst is [Br-].C([N+](CCCC)(CCCC)CCCC)CCC.C1(C)C=CC=CC=1. The product is [Cl:18][C:14]1[CH:13]=[C:12]([N:9]2[CH2:10][CH2:11][N:6]([C:4](=[O:5])[CH2:3][CH2:2][N:20]3[C:21](=[O:28])[N:22]4[CH:27]=[CH:26][CH:25]=[CH:24][C:23]4=[N:19]3)[CH2:7][CH2:8]2)[CH:17]=[CH:16][CH:15]=1. The yield is 0.300.